From a dataset of Catalyst prediction with 721,799 reactions and 888 catalyst types from USPTO. Predict which catalyst facilitates the given reaction. (1) Reactant: [CH3:1][O:2][C:3]1[CH:4]=[C:5]2[C:10](=[CH:11][C:12]=1[N+:13]([O-:15])=[O:14])[N:9]1[CH:16]=[N:17][C:18]([C:19]([O:21][CH2:22][CH3:23])=[O:20])=[C:8]1[CH2:7][CH2:6]2.C1C(=O)N([Br:31])C(=O)C1.O. Product: [Br:31][C:16]1[N:9]2[C:10]3[C:5]([CH2:6][CH2:7][C:8]2=[C:18]([C:19]([O:21][CH2:22][CH3:23])=[O:20])[N:17]=1)=[CH:4][C:3]([O:2][CH3:1])=[C:12]([N+:13]([O-:15])=[O:14])[CH:11]=3. The catalyst class is: 2. (2) Reactant: Cl[C:2]1[N:3]=[C:4]([NH:21][C:22]2[CH:30]=[C:29]3[C:25]([CH:26]=[N:27][N:28]3[CH3:31])=[CH:24][CH:23]=2)[C:5]2[CH:10]=[CH:9][N:8]([S:11]([C:14]3[CH:20]=[CH:19][C:17]([CH3:18])=[CH:16][CH:15]=3)(=[O:13])=[O:12])[C:6]=2[N:7]=1.[NH2:32][C:33]1[CH:41]=[CH:40][C:36]([C:37]([NH2:39])=[O:38])=[CH:35][CH:34]=1.C[Si](Cl)(C)C. Product: [CH3:31][N:28]1[C:29]2[C:25](=[CH:24][CH:23]=[C:22]([NH:21][C:4]3[C:5]4[CH:10]=[CH:9][N:8]([S:11]([C:14]5[CH:20]=[CH:19][C:17]([CH3:18])=[CH:16][CH:15]=5)(=[O:13])=[O:12])[C:6]=4[N:7]=[C:2]([NH:32][C:33]4[CH:41]=[CH:40][C:36]([C:37]([NH2:39])=[O:38])=[CH:35][CH:34]=4)[N:3]=3)[CH:30]=2)[CH:26]=[N:27]1. The catalyst class is: 51. (3) Reactant: [C:1]([C:5]1[CH:9]=[C:8]([CH2:10]O)[S:7][N:6]=1)([CH3:4])([CH3:3])[CH3:2].S(Cl)([Cl:14])=O. Product: [C:1]([C:5]1[CH:9]=[C:8]([CH2:10][Cl:14])[S:7][N:6]=1)([CH3:4])([CH3:3])[CH3:2]. The catalyst class is: 4. (4) Reactant: C([O:3][C:4]([C:6]1[CH:10]=[C:9]([C:11]2[CH:16]=[CH:15][CH:14]=[CH:13][C:12]=2[O:17][CH2:18][C:19]2[CH:24]=[CH:23][CH:22]=[CH:21][CH:20]=2)[O:8][N:7]=1)=[O:5])C.CO.[OH-].[Na+]. Product: [CH2:18]([O:17][C:12]1[CH:13]=[CH:14][CH:15]=[CH:16][C:11]=1[C:9]1[O:8][N:7]=[C:6]([C:4]([OH:5])=[O:3])[CH:10]=1)[C:19]1[CH:20]=[CH:21][CH:22]=[CH:23][CH:24]=1. The catalyst class is: 20. (5) Reactant: Cl[CH2:2][CH2:3][C:4]1[CH:9]=[CH:8][C:7]([O:10][CH3:11])=[C:6]([O:12][CH3:13])[CH:5]=1.[C:14]([O:18][C:19]([N:21]1[CH2:26][CH2:25][NH:24][CH2:23][CH2:22]1)=[O:20])([CH3:17])([CH3:16])[CH3:15].C([O-])([O-])=O.[K+].[K+].[Na+].[I-]. Product: [C:14]([O:18][C:19]([N:21]1[CH2:26][CH2:25][N:24]([CH2:2][CH2:3][C:4]2[CH:9]=[CH:8][C:7]([O:10][CH3:11])=[C:6]([O:12][CH3:13])[CH:5]=2)[CH2:23][CH2:22]1)=[O:20])([CH3:17])([CH3:15])[CH3:16]. The catalyst class is: 3.